This data is from Reaction yield outcomes from USPTO patents with 853,638 reactions. The task is: Predict the reaction yield, written as a fraction of the theoretical maximum amount of product (1.0 means a 100% yield; for example, 0.34 means a 34% yield). (1) The reactants are Br[C:2]1[CH:3]=[C:4]([O:9][CH2:10][C:11]2[CH:16]=[CH:15][CH:14]=[CH:13][C:12]=2[C:17]([F:20])([F:19])[F:18])[C:5]([NH2:8])=[N:6][CH:7]=1.[C:21]([C:24]1[CH:29]=[CH:28][C:27](B(O)O)=[CH:26][CH:25]=1)([OH:23])=[O:22].C(=O)([O-])[O-].[K+].[K+].CN(C)C=O. The product is [NH2:8][C:5]1[N:6]=[CH:7][C:2]([C:27]2[CH:28]=[CH:29][C:24]([C:21]([OH:23])=[O:22])=[CH:25][CH:26]=2)=[CH:3][C:4]=1[O:9][CH2:10][C:11]1[CH:16]=[CH:15][CH:14]=[CH:13][C:12]=1[C:17]([F:20])([F:19])[F:18]. The yield is 0.690. The catalyst is [Pd].C1(P(C2C=CC=CC=2)C2C=CC=CC=2)C=CC=CC=1.C1(P(C2C=CC=CC=2)C2C=CC=CC=2)C=CC=CC=1.C1(P(C2C=CC=CC=2)C2C=CC=CC=2)C=CC=CC=1.C1(P(C2C=CC=CC=2)C2C=CC=CC=2)C=CC=CC=1.O. (2) The reactants are [CH:1]1[C:6]([C:7]2[CH:13]=[C:12]([NH2:14])[C:10](=[O:11])[NH:9][CH:8]=2)=[CH:5][CH:4]=[N:3][CH:2]=1.[C:15]([C:19]1[CH:27]=[CH:26][C:22]([C:23](Cl)=[O:24])=[CH:21][CH:20]=1)([CH3:18])([CH3:17])[CH3:16]. The catalyst is N1C=CC=CC=1. The product is [C:15]([C:19]1[CH:20]=[CH:21][C:22]([C:23]([NH:14][C:12]2[C:10](=[O:11])[NH:9][CH:8]=[C:7]([C:6]3[CH:1]=[CH:2][N:3]=[CH:4][CH:5]=3)[CH:13]=2)=[O:24])=[CH:26][CH:27]=1)([CH3:18])([CH3:16])[CH3:17]. The yield is 0.0900. (3) The reactants are [F:1][CH:2]([F:16])[CH2:3][O:4][C:5]1[CH:10]=[CH:9][C:8]([C:11](=O)[CH3:12])=[CH:7][C:6]=1[O:14][CH3:15].[CH3:17][C:18]([S@:21]([NH2:23])=[O:22])([CH3:20])[CH3:19]. No catalyst specified. The product is [F:1][CH:2]([F:16])[CH2:3][O:4][C:5]1[CH:10]=[CH:9][C:8]([CH:11]([NH:23][S@@:21]([C:18]([CH3:20])([CH3:19])[CH3:17])=[O:22])[CH3:12])=[CH:7][C:6]=1[O:14][CH3:15]. The yield is 0.970. (4) The reactants are C(OC([NH:8][CH:9]([CH2:22][C:23]1[CH:28]=[CH:27][CH:26]=[CH:25][CH:24]=1)[CH2:10][O:11][CH2:12][C:13]1[CH:21]=[CH:20][CH:19]=[CH:18][C:14]=1[C:15]([OH:17])=[O:16])=O)(C)(C)C.[ClH:29]. The catalyst is O1CCOCC1. The product is [ClH:29].[NH2:8][CH:9]([CH2:22][C:23]1[CH:24]=[CH:25][CH:26]=[CH:27][CH:28]=1)[CH2:10][O:11][CH2:12][C:13]1[CH:21]=[CH:20][CH:19]=[CH:18][C:14]=1[C:15]([OH:17])=[O:16]. The yield is 0.980.